Dataset: Catalyst prediction with 721,799 reactions and 888 catalyst types from USPTO. Task: Predict which catalyst facilitates the given reaction. (1) Reactant: [NH2:1][C@H:2]1[C:11]2[C:6](=[CH:7][CH:8]=[C:9]([C:12]3[CH2:13][CH2:14][O:15][CH2:16][CH:17]=3)[CH:10]=2)[N:5]([C:18](=[O:20])[CH3:19])[C@@H:4]([CH3:21])[C@@H:3]1[CH3:22].CCN(C(C)C)C(C)C.F[C:33]1[CH:40]=[CH:39][C:36]([C:37]#[N:38])=[CH:35][N:34]=1. Product: [C:18]([N:5]1[C:6]2[C:11](=[CH:10][C:9]([C:12]3[CH2:13][CH2:14][O:15][CH2:16][CH:17]=3)=[CH:8][CH:7]=2)[C@H:2]([NH:1][C:33]2[CH:40]=[CH:39][C:36]([C:37]#[N:38])=[CH:35][N:34]=2)[C@@H:3]([CH3:22])[C@@H:4]1[CH3:21])(=[O:20])[CH3:19]. The catalyst class is: 37. (2) Reactant: [CH:1]1([CH2:4][N:5]([CH2:30][CH2:31][CH3:32])[C:6]([C:8]2[O:12][C:11]([C:13]3[CH:18]=[CH:17][C:16]([O:19][CH2:20][CH2:21][CH2:22][N:23]4[CH2:27][CH2:26][CH2:25][CH:24]4[CH3:28])=[CH:15][CH:14]=3)=[N:10][C:9]=2[CH3:29])=O)[CH2:3][CH2:2]1. Product: [CH:1]1([CH2:4][N:5]([CH2:6][C:8]2[O:12][C:11]([C:13]3[CH:14]=[CH:15][C:16]([O:19][CH2:20][CH2:21][CH2:22][N:23]4[CH2:27][CH2:26][CH2:25][CH:24]4[CH3:28])=[CH:17][CH:18]=3)=[N:10][C:9]=2[CH3:29])[CH2:30][CH2:31][CH3:32])[CH2:2][CH2:3]1. The catalyst class is: 7. (3) Reactant: [NH:1]1[C:5]2[CH2:6][CH2:7][CH2:8][C:4]=2[C:3]([C:9](N)=[O:10])=[N:2]1.C([O-])([O-])=[O:13].[K+].[K+].[CH2:18](Br)[C:19]1[CH:24]=[CH:23][CH:22]=[CH:21][CH:20]=1. Product: [CH2:18]([N:2]1[C:3]([C:9]([OH:10])=[O:13])=[C:4]2[CH2:8][CH2:7][CH2:6][C:5]2=[N:1]1)[C:19]1[CH:24]=[CH:23][CH:22]=[CH:21][CH:20]=1. The catalyst class is: 31. (4) Reactant: [N+:1]([CH2:4][C@@:5]1([CH2:17][C:18]([O:20][C:21]([CH3:24])([CH3:23])[CH3:22])=[O:19])[CH2:11][C@H:10]2[C@@H:6]1[CH:7]=[C:8]([CH:12]1[CH2:16][CH2:15][CH2:14][CH2:13]1)[CH2:9]2)([O-])=O.[Cl-].[NH4+]. Product: [NH2:1][CH2:4][C@@:5]1([CH2:17][C:18]([O:20][C:21]([CH3:24])([CH3:23])[CH3:22])=[O:19])[CH2:11][C@H:10]2[C@@H:6]1[CH:7]=[C:8]([CH:12]1[CH2:16][CH2:15][CH2:14][CH2:13]1)[CH2:9]2. The catalyst class is: 186. (5) Reactant: [NH2:1][CH:2]1[CH2:7][CH2:6][N:5]([CH2:8][C:9]2[C:18]3[C:13](=[CH:14][CH:15]=[C:16]([C:19]4[CH:20]=[C:21]([CH:28]=[C:29]([F:32])[C:30]=4[CH3:31])[C:22]([NH:24][CH:25]4[CH2:27][CH2:26]4)=[O:23])[CH:17]=3)[C:12](=[O:33])[N:11]([CH2:34][CH:35]3[CH2:37][CH2:36]3)[CH:10]=2)[CH2:4][CH2:3]1.[CH3:38][C:39]([CH3:41])=O.C(O[BH-](OC(=O)C)OC(=O)C)(=O)C.[Na+]. Product: [CH:25]1([NH:24][C:22](=[O:23])[C:21]2[CH:28]=[C:29]([F:32])[C:30]([CH3:31])=[C:19]([C:16]3[CH:17]=[C:18]4[C:13](=[CH:14][CH:15]=3)[C:12](=[O:33])[N:11]([CH2:34][CH:35]3[CH2:36][CH2:37]3)[CH:10]=[C:9]4[CH2:8][N:5]3[CH2:6][CH2:7][CH:2]([NH:1][CH:39]([CH3:41])[CH3:38])[CH2:3][CH2:4]3)[CH:20]=2)[CH2:26][CH2:27]1. The catalyst class is: 4. (6) Reactant: P([O-])([O-])([O-])=O.[Na+].[Na+].[Na+].[OH-].[Na+].[CH2:11]([O:13][C:14]([C@:16]1([NH:21][C:22]([O:24][C:25]([CH3:28])([CH3:27])[CH3:26])=[O:23])[CH2:18][C@@H:17]1[CH:19]=[CH2:20])=[O:15])[CH3:12]. Product: [CH2:11]([O:13][C:14]([C@@:16]1([NH:21][C:22]([O:24][C:25]([CH3:26])([CH3:28])[CH3:27])=[O:23])[CH2:18][C@H:17]1[CH:19]=[CH2:20])=[O:15])[CH3:12]. The catalyst class is: 374.